Predict the reactants needed to synthesize the given product. From a dataset of Full USPTO retrosynthesis dataset with 1.9M reactions from patents (1976-2016). (1) Given the product [C:1]([O:5][C:6](=[O:22])[NH:7][C:8]1[CH:9]=[C:10]([C:14]2[CH:15]=[CH:16][C:17]([CH2:20][NH2:21])=[CH:18][CH:19]=2)[CH:11]=[CH:12][CH:13]=1)([CH3:4])([CH3:2])[CH3:3], predict the reactants needed to synthesize it. The reactants are: [C:1]([O:5][C:6](=[O:22])[NH:7][C:8]1[CH:9]=[C:10]([C:14]2[CH:19]=[CH:18][C:17]([C:20]#[N:21])=[CH:16][CH:15]=2)[CH:11]=[CH:12][CH:13]=1)([CH3:4])([CH3:3])[CH3:2]. (2) Given the product [S:1]1[CH:5]=[CH:4][CH:3]=[C:2]1[S:6][CH2:11][CH2:10][CH2:9][CH2:8][C:7]([OH:13])=[O:12], predict the reactants needed to synthesize it. The reactants are: [S:1]1[CH:5]=[CH:4][CH:3]=[C:2]1[SH:6].[C:7]1(=[O:13])[O:12][CH2:11][CH2:10][CH2:9][CH2:8]1. (3) Given the product [C:1]([C:5]1[O:9][N:8]=[C:7]([NH:10][C:21](=[O:22])[O:23][C:24]([CH3:27])([CH3:26])[CH3:25])[CH:6]=1)([CH3:4])([CH3:3])[CH3:2], predict the reactants needed to synthesize it. The reactants are: [C:1]([C:5]1[O:9][N:8]=[C:7]([NH2:10])[CH:6]=1)([CH3:4])([CH3:3])[CH3:2].C[Si]([N-][Si](C)(C)C)(C)C.[Li+].[C:21](O[C:21]([O:23][C:24]([CH3:27])([CH3:26])[CH3:25])=[O:22])([O:23][C:24]([CH3:27])([CH3:26])[CH3:25])=[O:22].[OH-].[Na+].